Task: Predict which catalyst facilitates the given reaction.. Dataset: Catalyst prediction with 721,799 reactions and 888 catalyst types from USPTO (1) Reactant: [CH2:1]([O:8][C:9]1[CH:14]=[CH:13][C:12]([C:15]2[N:19]=[C:18]([CH2:20]Br)[S:17][N:16]=2)=[CH:11][CH:10]=1)[C:2]1[CH:7]=[CH:6][CH:5]=[CH:4][CH:3]=1.[F:22][C:23]1[C:31]([OH:32])=[CH:30][CH:29]=[C:28]([F:33])[C:24]=1[C:25]([NH2:27])=[O:26].C(=O)([O-])[O-].[K+].[K+]. Product: [CH2:1]([O:8][C:9]1[CH:14]=[CH:13][C:12]([C:15]2[N:19]=[C:18]([CH2:20][O:32][C:31]3[C:23]([F:22])=[C:24]([C:28]([F:33])=[CH:29][CH:30]=3)[C:25]([NH2:27])=[O:26])[S:17][N:16]=2)=[CH:11][CH:10]=1)[C:2]1[CH:7]=[CH:6][CH:5]=[CH:4][CH:3]=1. The catalyst class is: 3. (2) Reactant: [F:1][C:2]1[C:3]([NH:16][C:17]2[CH:22]=[CH:21][C:20]([I:23])=[CH:19][C:18]=2[F:24])=[C:4]([C:9]([N:11]2[CH2:14][C:13](=[O:15])[CH2:12]2)=[O:10])[CH:5]=[CH:6][C:7]=1[F:8].[F:25][C:26]([Si](C)(C)C)([F:28])[F:27].C(=O)([O-])[O-].[Cs+].[Cs+]. Product: [F:1][C:2]1[C:3]([NH:16][C:17]2[CH:22]=[CH:21][C:20]([I:23])=[CH:19][C:18]=2[F:24])=[C:4]([C:9]([N:11]2[CH2:12][C:13]([C:26]([F:28])([F:27])[F:25])([OH:15])[CH2:14]2)=[O:10])[CH:5]=[CH:6][C:7]=1[F:8]. The catalyst class is: 3. (3) Reactant: [Cl:1][C:2]1[CH:7]=[C:6](F)[CH:5]=[CH:4][C:3]=1[S:9]([C:12]1[CH:17]=[CH:16][C:15]([C:18]([OH:24])([CH3:23])[C:19]([F:22])([F:21])[F:20])=[CH:14][CH:13]=1)(=[O:11])=[O:10].[NH:25]1[CH:29]=[CH:28][N:27]=[CH:26]1. Product: [Cl:1][C:2]1[CH:7]=[C:6]([N:25]2[CH:29]=[CH:28][N:27]=[CH:26]2)[CH:5]=[CH:4][C:3]=1[S:9]([C:12]1[CH:17]=[CH:16][C:15]([C:18]([OH:24])([CH3:23])[C:19]([F:22])([F:21])[F:20])=[CH:14][CH:13]=1)(=[O:11])=[O:10]. The catalyst class is: 326.